From a dataset of Catalyst prediction with 721,799 reactions and 888 catalyst types from USPTO. Predict which catalyst facilitates the given reaction. (1) Reactant: [Br:1][C:2]1[CH:3]=[N:4][N:5]([C:7]2[CH:12]=[CH:11][N:10]=[CH:9][C:8]=2[N:13]2[CH2:18][CH2:17][CH:16]([C:19]([OH:21])=O)[CH2:15][CH2:14]2)[CH:6]=1.Cl.[F:23][CH:24]1[CH2:27][NH:26][CH2:25]1.CN(C(ON1N=NC2C=CC=NC1=2)=[N+](C)C)C.F[P-](F)(F)(F)(F)F.C(N(CC)CC)C. Product: [Br:1][C:2]1[CH:3]=[N:4][N:5]([C:7]2[CH:12]=[CH:11][N:10]=[CH:9][C:8]=2[N:13]2[CH2:14][CH2:15][CH:16]([C:19]([N:26]3[CH2:27][CH:24]([F:23])[CH2:25]3)=[O:21])[CH2:17][CH2:18]2)[CH:6]=1. The catalyst class is: 136. (2) Reactant: [Cl:1][C:2]1[CH:3]=[C:4]([CH:8]([NH:11][C:12]2[O:13][C:14]3[C:20]([O:21][CH3:22])=[CH:19][C:18]([C:23]([O:25]C)=[O:24])=[CH:17][C:15]=3[N:16]=2)[CH2:9][F:10])[CH:5]=[CH:6][CH:7]=1.[OH-].[Na+]. Product: [Cl:1][C:2]1[CH:3]=[C:4]([CH:8]([NH:11][C:12]2[O:13][C:14]3[C:20]([O:21][CH3:22])=[CH:19][C:18]([C:23]([OH:25])=[O:24])=[CH:17][C:15]=3[N:16]=2)[CH2:9][F:10])[CH:5]=[CH:6][CH:7]=1. The catalyst class is: 12. (3) Reactant: [C:1]([C:4]1[C:5]([NH:10][C:11]([C:13]2[C:21]3[C:16](=[N:17][CH:18]=[CH:19][CH:20]=3)[N:15]([CH2:22][C:23]3[CH:28]=[CH:27][CH:26]=[CH:25][C:24]=3[F:29])[N:14]=2)=O)=[N:6][CH:7]=[N:8][CH:9]=1)(=[O:3])[NH2:2]. Product: [F:29][C:24]1[CH:25]=[CH:26][CH:27]=[CH:28][C:23]=1[CH2:22][N:15]1[C:16]2=[N:17][CH:18]=[CH:19][CH:20]=[C:21]2[C:13]([C:11]2[N:2]=[C:1]([OH:3])[C:4]3[C:5]([N:10]=2)=[N:6][CH:7]=[N:8][CH:9]=3)=[N:14]1. The catalyst class is: 80. (4) Reactant: FC1C([O:8][C:9](=O)[CH:10]([C:17]2[N:18]([C:25]3[CH:30]=[CH:29][C:28]([Cl:31])=[CH:27][CH:26]=3)[N:19]=[C:20]3[CH2:24][CH2:23][CH2:22][C:21]=23)[CH:11]2[CH2:16][CH2:15][CH2:14][CH2:13][CH2:12]2)=C(F)C(F)=C(F)C=1F.[CH3:37][O:38][C:39](=[O:48])[C:40]1[CH:45]=[CH:44][C:43]([NH2:46])=[C:42]([F:47])[CH:41]=1. The catalyst class is: 241. Product: [CH3:37][O:38][C:39](=[O:48])[C:40]1[CH:45]=[CH:44][C:43]([NH:46][C:9](=[O:8])[CH:10]([C:17]2[N:18]([C:25]3[CH:26]=[CH:27][C:28]([Cl:31])=[CH:29][CH:30]=3)[N:19]=[C:20]3[CH2:24][CH2:23][CH2:22][C:21]=23)[CH:11]2[CH2:16][CH2:15][CH2:14][CH2:13][CH2:12]2)=[C:42]([F:47])[CH:41]=1.